Dataset: Catalyst prediction with 721,799 reactions and 888 catalyst types from USPTO. Task: Predict which catalyst facilitates the given reaction. Reactant: Cl[C:2]1[C:3](=[O:18])[N:4]([CH2:14][CH2:15][O:16][CH3:17])[C:5](=[O:13])[C:6]=1[C:7]1[CH:12]=[CH:11][CH:10]=[CH:9][CH:8]=1.[CH3:19][S:20][C:21]1[CH:27]=[CH:26][C:24]([NH2:25])=[CH:23][CH:22]=1.O. Product: [CH3:17][O:16][CH2:15][CH2:14][N:4]1[C:5](=[O:13])[C:6]([C:7]2[CH:12]=[CH:11][CH:10]=[CH:9][CH:8]=2)=[C:2]([NH:25][C:24]2[CH:26]=[CH:27][C:21]([S:20][CH3:19])=[CH:22][CH:23]=2)[C:3]1=[O:18]. The catalyst class is: 23.